Dataset: Forward reaction prediction with 1.9M reactions from USPTO patents (1976-2016). Task: Predict the product of the given reaction. (1) Given the reactants [Cl:1][C:2]1[CH:7]=[CH:6][C:5]([N:8]2[CH2:13][CH2:12][N:11]([S:14]([CH2:17][C:18](=[O:28])[CH2:19][CH2:20][C:21]3[CH:22]=[N:23][CH:24]=[C:25]([Cl:27])[CH:26]=3)(=[O:16])=[O:15])[CH2:10][CH2:9]2)=[CH:4][CH:3]=1.[BH4-].[Na+], predict the reaction product. The product is: [Cl:1][C:2]1[CH:7]=[CH:6][C:5]([N:8]2[CH2:13][CH2:12][N:11]([S:14]([CH2:17][CH:18]([OH:28])[CH2:19][CH2:20][C:21]3[CH:22]=[N:23][CH:24]=[C:25]([Cl:27])[CH:26]=3)(=[O:16])=[O:15])[CH2:10][CH2:9]2)=[CH:4][CH:3]=1. (2) Given the reactants F[C:2](F)(F)[C:3]([O-])=O.[F:8][C:9]1[CH:14]=[CH:13][CH:12]=[CH:11][C:10]=1[CH2:15][NH2:16].[S:17]1[CH:21]=[CH:20][N:19]=[C:18]1[N:22]1[CH:26]=[CH:25][CH:24]=[C:23]1[CH:27]=O, predict the reaction product. The product is: [F:8][C:9]1[CH:14]=[CH:13][CH:12]=[CH:11][C:10]=1[CH2:15][N:16]([CH2:27][C:23]1[N:22]([C:18]2[S:17][CH:2]=[CH:3][N:19]=2)[CH:26]=[CH:25][CH:24]=1)[CH2:27][C:23]1[N:22]([C:18]2[S:17][CH:21]=[CH:20][N:19]=2)[CH:26]=[CH:25][CH:24]=1. (3) Given the reactants [F:1][C:2]1[CH:23]=[CH:22][C:5]([CH2:6][N:7]2[C:15]3[C:10](=[CH:11][CH:12]=[CH:13][CH:14]=3)[C:9]3[CH2:16][CH:17]([CH2:20][NH2:21])[NH:18][CH2:19][C:8]2=3)=[CH:4][CH:3]=1.C1N=CN([C:29](N2C=NC=C2)=[O:30])C=1.CCN(CC)CC, predict the reaction product. The product is: [F:1][C:2]1[CH:3]=[CH:4][C:5]([CH2:6][N:7]2[C:15]3[CH:14]=[CH:13][CH:12]=[CH:11][C:10]=3[C:9]3[CH2:16][CH:17]4[CH2:20][NH:21][C:29](=[O:30])[N:18]4[CH2:19][C:8]2=3)=[CH:22][CH:23]=1. (4) The product is: [CH3:7][N:8]([CH3:9])[CH2:27][C:28]([N:30]1[C:39]2[C:34](=[CH:35][C:36]([CH3:43])=[C:37]([N+:40]([O-:42])=[O:41])[CH:38]=2)[CH2:33][CH2:32][CH2:31]1)=[O:29]. Given the reactants CC1C=C2[C:9](=CC=1[N+]([O-])=O)[NH:8][CH2:7]CC2.C([O-])([O-])=O.[K+].[K+].BrCC(Cl)=O.Br[CH2:27][C:28]([N:30]1[C:39]2[C:34](=[CH:35][C:36]([CH3:43])=[C:37]([N+:40]([O-:42])=[O:41])[CH:38]=2)[CH2:33][CH2:32][CH2:31]1)=[O:29].N(C)C, predict the reaction product. (5) The product is: [N+:11]([C:14]1[CH:15]=[C:16]([CH:19]=[CH:20][CH:21]=1)[CH2:17][NH:1][C:2]1[CH:10]=[CH:9][C:5]([C:6]([NH2:8])=[O:7])=[CH:4][CH:3]=1)([O-:13])=[O:12]. Given the reactants [NH2:1][C:2]1[CH:10]=[CH:9][C:5]([C:6]([NH2:8])=[O:7])=[CH:4][CH:3]=1.[N+:11]([C:14]1[CH:15]=[C:16]([CH:19]=[CH:20][CH:21]=1)[CH:17]=O)([O-:13])=[O:12].C(O)(=O)C.C(O[BH-](OC(=O)C)OC(=O)C)(=O)C.[Na+].C(=O)([O-])O.[Na+], predict the reaction product. (6) Given the reactants CO[N:3](C)[C:4]([C:6]1[CH:11]=[CH:10][CH:9]=[CH:8][N:7]=1)=O.[O:13]1[CH:17]=[CH:16][CH:15]=[C:14]1[C:18]1[N:19]=[C:20]([CH:23]2C3NC=NC=3CCS2)[S:21][CH:22]=1, predict the reaction product. The product is: [N:7]1[C:8]2[CH:9]=[CH:10][CH:11]=[CH:6][C:4]=2[NH:3][C:23]=1[C:20]1[S:21][CH:22]=[C:18]([C:14]2[O:13][CH:17]=[CH:16][CH:15]=2)[N:19]=1.